Dataset: Retrosynthesis with 50K atom-mapped reactions and 10 reaction types from USPTO. Task: Predict the reactants needed to synthesize the given product. (1) Given the product COC(=O)[C@H](C)Oc1cc(Sc2c(C(=O)N3CCCC3)c(C)nn2C)c(Cl)cc1Cl, predict the reactants needed to synthesize it. The reactants are: C1CCNC1.COC(=O)[C@H](C)Oc1cc(Sc2c(C(=O)O)c(C)nn2C)c(Cl)cc1Cl. (2) Given the product COC(=O)c1cc(Cc2c(F)cc(F)cc2F)c[nH]1, predict the reactants needed to synthesize it. The reactants are: COC(=O)c1cc(C(=O)c2c(F)cc(F)cc2F)c[nH]1.